The task is: Predict the product of the given reaction.. This data is from Forward reaction prediction with 1.9M reactions from USPTO patents (1976-2016). (1) The product is: [F:19][C:3]1[C:2]([C:21]#[C:20][C:22]2([OH:29])[CH2:26][CH2:25][N:24]([CH3:27])[C:23]2=[O:28])=[CH:18][C:6]2[C:7]3[N:8]([CH:12]=[C:13]([C:15]([NH2:17])=[O:16])[N:14]=3)[CH2:9][CH2:10][O:11][C:5]=2[CH:4]=1. Given the reactants Br[C:2]1[C:3]([F:19])=[CH:4][C:5]2[O:11][CH2:10][CH2:9][N:8]3[CH:12]=[C:13]([C:15]([NH2:17])=[O:16])[N:14]=[C:7]3[C:6]=2[CH:18]=1.[C:20]([C:22]1([OH:29])[CH2:26][CH2:25][N:24]([CH3:27])[C:23]1=[O:28])#[CH:21], predict the reaction product. (2) Given the reactants [CH3:1][N:2]1[CH2:7][CH2:6][N:5]([CH2:8][C:9]#[N:10])[CH2:4][CH2:3]1.[NH2:11][OH:12], predict the reaction product. The product is: [OH:12][NH:11][C:9](=[NH:10])[CH2:8][N:5]1[CH2:6][CH2:7][N:2]([CH3:1])[CH2:3][CH2:4]1. (3) Given the reactants [S:1]1[CH:5]=[CH:4][CH:3]=[C:2]1[CH2:6][NH:7][C:8]([C:10]1[NH:11][C:12]2[C:17]([CH:18]=1)=[CH:16][C:15]([C:19]1[CH:24]=[CH:23][CH:22]=[CH:21][CH:20]=1)=[CH:14][C:13]=2[Cl:25])=[O:9].[Cl:26]N1C(=O)CCC1=O, predict the reaction product. The product is: [S:1]1[CH:5]=[CH:4][CH:3]=[C:2]1[CH2:6][NH:7][C:8]([C:10]1[NH:11][C:12]2[C:17]([C:18]=1[Cl:26])=[CH:16][C:15]([C:19]1[CH:24]=[CH:23][CH:22]=[CH:21][CH:20]=1)=[CH:14][C:13]=2[Cl:25])=[O:9]. (4) Given the reactants Cl[C:2]1[N:3]=[C:4]([N:17]2[CH2:22][CH2:21][O:20][CH2:19][CH2:18]2)[C:5]2[N:10]=[N:9][N:8]([CH2:11][CH2:12][NH:13][C:14](=[O:16])[CH3:15])[C:6]=2[N:7]=1.[OH:23][CH2:24][C:25]1[CH:26]=[C:27](B(O)O)[CH:28]=[CH:29][CH:30]=1, predict the reaction product. The product is: [OH:23][CH2:24][C:25]1[CH:30]=[C:29]([C:2]2[N:3]=[C:4]([N:17]3[CH2:22][CH2:21][O:20][CH2:19][CH2:18]3)[C:5]3[N:10]=[N:9][N:8]([CH2:11][CH2:12][NH:13][C:14](=[O:16])[CH3:15])[C:6]=3[N:7]=2)[CH:28]=[CH:27][CH:26]=1.